Dataset: Peptide-MHC class I binding affinity with 185,985 pairs from IEDB/IMGT. Task: Regression. Given a peptide amino acid sequence and an MHC pseudo amino acid sequence, predict their binding affinity value. This is MHC class I binding data. (1) The peptide sequence is NSFFGPIGKL. The MHC is H-2-Db with pseudo-sequence H-2-Db. The binding affinity (normalized) is 0. (2) The binding affinity (normalized) is 0.464. The MHC is HLA-A02:01 with pseudo-sequence HLA-A02:01. The peptide sequence is GIYNCCESNI.